Dataset: Forward reaction prediction with 1.9M reactions from USPTO patents (1976-2016). Task: Predict the product of the given reaction. (1) Given the reactants [CH3:1][O:2][C:3]1[CH:41]=[CH:40][C:6]([CH2:7][NH:8][C:9]2[C:18](/[CH:19]=[C:20](\[CH3:30])/[C:21]([NH:23][CH2:24][CH2:25][C:26]([CH3:29])([CH3:28])[CH3:27])=[O:22])=[CH:17][C:16]3[C:11](=[CH:12][CH:13]=[C:14](B4OC(C)(C)C(C)(C)O4)[CH:15]=3)[N:10]=2)=[CH:5][CH:4]=1.C([O-])(=O)C.[K+].Br[C:48]1[C:53]([CH3:54])=[CH:52][CH:51]=[CH:50][N:49]=1, predict the reaction product. The product is: [CH3:1][O:2][C:3]1[CH:41]=[CH:40][C:6]([CH2:7][NH:8][C:9]2[C:18](/[CH:19]=[C:20](\[CH3:30])/[C:21]([NH:23][CH2:24][CH2:25][C:26]([CH3:27])([CH3:28])[CH3:29])=[O:22])=[CH:17][C:16]3[C:11](=[CH:12][CH:13]=[C:14]([C:48]4[C:53]([CH3:54])=[CH:52][CH:51]=[CH:50][N:49]=4)[CH:15]=3)[N:10]=2)=[CH:5][CH:4]=1. (2) Given the reactants [NH2:1][C:2]1[C:3]2[C:10]([C:11]3[CH:16]=[CH:15][C:14]([O:17][C:18]4[CH:23]=[CH:22][CH:21]=[CH:20][CH:19]=4)=[CH:13][CH:12]=3)=[CH:9][N:8]([CH:24]3[CH2:28][CH:27]([OH:29])[CH:26]=[CH:25]3)[C:4]=2[N:5]=[CH:6][N:7]=1.[H][H], predict the reaction product. The product is: [NH2:1][C:2]1[C:3]2[C:10]([C:11]3[CH:12]=[CH:13][C:14]([O:17][C:18]4[CH:23]=[CH:22][CH:21]=[CH:20][CH:19]=4)=[CH:15][CH:16]=3)=[CH:9][N:8]([CH:24]3[CH2:25][CH2:26][CH:27]([OH:29])[CH2:28]3)[C:4]=2[N:5]=[CH:6][N:7]=1. (3) Given the reactants Cl[C:2]1[CH:7]=[C:6]([Cl:8])[N:5]=[C:4]([S:9][CH2:10][C:11]2[CH:16]=[CH:15][CH:14]=[C:13]([O:17][CH3:18])[C:12]=2[F:19])[N:3]=1.[CH3:20][S:21]([NH2:24])(=[O:23])=[O:22].[H-].[Na+].[CH3:27][Si:28]([CH3:35])([CH3:34])[CH2:29][CH2:30][O:31][CH2:32]Cl, predict the reaction product. The product is: [Cl:8][C:6]1[N:5]=[C:4]([S:9][CH2:10][C:11]2[CH:16]=[CH:15][CH:14]=[C:13]([O:17][CH3:18])[C:12]=2[F:19])[N:3]=[C:2]([N:24]([CH2:32][O:31][CH2:30][CH2:29][Si:28]([CH3:35])([CH3:34])[CH3:27])[S:21]([CH3:20])(=[O:23])=[O:22])[CH:7]=1. (4) Given the reactants N1CCCC1.[H-].COCCO[Al+]OCCOC.[Na+].[H-].CC(C)([O-])C.[K+].[CH3:26][O:27][C:28]1[CH:29]=[C:30]([CH:35]=[CH:36][C:37]=1[N:38]1[CH:42]=[C:41]([CH3:43])[N:40]=[CH:39]1)[C:31](OC)=[O:32].[OH-].[Na+], predict the reaction product. The product is: [CH3:26][O:27][C:28]1[CH:29]=[C:30]([CH:35]=[CH:36][C:37]=1[N:38]1[CH:42]=[C:41]([CH3:43])[N:40]=[CH:39]1)[CH:31]=[O:32]. (5) Given the reactants [ClH:1].Cl.[CH2:3]([N:10]1[CH2:15][CH2:14][NH:13][CH2:12][CH2:11]1)[C:4]1[CH:9]=[CH:8][CH:7]=[CH:6][CH:5]=1.[Cl:16][CH2:17][C:18]([C:20]1[CH:25]=[CH:24][CH:23]=[CH:22][CH:21]=1)=[O:19].C([O-])([O-])=O.[K+].[K+], predict the reaction product. The product is: [ClH:16].[ClH:1].[CH2:3]([N:10]1[CH2:15][CH2:14][N:13]([CH2:17][C:18]([C:20]2[CH:25]=[CH:24][CH:23]=[CH:22][CH:21]=2)=[O:19])[CH2:12][CH2:11]1)[C:4]1[CH:5]=[CH:6][CH:7]=[CH:8][CH:9]=1.